This data is from Reaction yield outcomes from USPTO patents with 853,638 reactions. The task is: Predict the reaction yield, written as a fraction of the theoretical maximum amount of product (1.0 means a 100% yield; for example, 0.34 means a 34% yield). The reactants are Br[C:2]1[CH:3]=[C:4]([CH:7]=[C:8]([O:14][CH2:15][CH3:16])[C:9]=1[O:10]COC)[CH:5]=[O:6].[C:17]([Cu])#[N:18].CCOC(C)=O. The catalyst is CN(C=O)C. The product is [CH2:15]([O:14][C:8]1[C:9]([OH:10])=[C:2]([CH:3]=[C:4]([CH:5]=[O:6])[CH:7]=1)[C:17]#[N:18])[CH3:16]. The yield is 0.500.